The task is: Predict the reactants needed to synthesize the given product.. This data is from Full USPTO retrosynthesis dataset with 1.9M reactions from patents (1976-2016). Given the product [CH2:19]([N:4]([CH2:2][CH3:3])[C:5](=[O:18])[CH2:6][CH2:7][CH2:8][CH2:9][C@H:10]1[CH2:11][CH2:12][C@H:13]([N:16]([CH3:17])[S:38]([C:35]2[CH:34]=[CH:33][C:32]([C:31]([F:30])([F:42])[F:43])=[CH:37][CH:36]=2)(=[O:40])=[O:39])[CH2:14][CH2:15]1)[CH3:20], predict the reactants needed to synthesize it. The reactants are: Cl.[CH2:2]([N:4]([CH2:19][CH3:20])[C:5](=[O:18])[CH2:6][CH2:7][CH2:8][CH2:9][C@H:10]1[CH2:15][CH2:14][C@H:13]([NH:16][CH3:17])[CH2:12][CH2:11]1)[CH3:3].CCN(C(C)C)C(C)C.[F:30][C:31]([F:43])([F:42])[C:32]1[CH:37]=[CH:36][C:35]([S:38](Cl)(=[O:40])=[O:39])=[CH:34][CH:33]=1.